This data is from Peptide-MHC class II binding affinity with 134,281 pairs from IEDB. The task is: Regression. Given a peptide amino acid sequence and an MHC pseudo amino acid sequence, predict their binding affinity value. This is MHC class II binding data. (1) The peptide sequence is AKPDGKTDCTKEVEE. The MHC is DRB3_0202 with pseudo-sequence DRB3_0202. The binding affinity (normalized) is 0. (2) The binding affinity (normalized) is 0.151. The peptide sequence is RNGGEIGAVALDYPS. The MHC is DRB4_0103 with pseudo-sequence DRB4_0103. (3) The peptide sequence is RPTAWFLPSIRAANV. The MHC is DRB1_0404 with pseudo-sequence DRB1_0404. The binding affinity (normalized) is 0.936. (4) The peptide sequence is CTMRTQVPLAYNISL. The MHC is H-2-IAd with pseudo-sequence H-2-IAd. The binding affinity (normalized) is 0.415. (5) The peptide sequence is GWDLNAASAYCSTWD. The MHC is DRB1_1501 with pseudo-sequence DRB1_1501. The binding affinity (normalized) is 0.405. (6) The peptide sequence is VVSRLLIPVPFDPPA. The MHC is DRB1_0401 with pseudo-sequence DRB1_0401. The binding affinity (normalized) is 0.335. (7) The peptide sequence is EKKYFKATQFEPLAA. The MHC is HLA-DQA10301-DQB10302 with pseudo-sequence HLA-DQA10301-DQB10302. The binding affinity (normalized) is 0.252.